This data is from NCI-60 drug combinations with 297,098 pairs across 59 cell lines. The task is: Regression. Given two drug SMILES strings and cell line genomic features, predict the synergy score measuring deviation from expected non-interaction effect. (1) Drug 1: CC1=C2C(C(=O)C3(C(CC4C(C3C(C(C2(C)C)(CC1OC(=O)C(C(C5=CC=CC=C5)NC(=O)OC(C)(C)C)O)O)OC(=O)C6=CC=CC=C6)(CO4)OC(=O)C)O)C)O. Drug 2: CCC1=C2CN3C(=CC4=C(C3=O)COC(=O)C4(CC)O)C2=NC5=C1C=C(C=C5)O. Cell line: SR. Synergy scores: CSS=49.4, Synergy_ZIP=3.72, Synergy_Bliss=5.30, Synergy_Loewe=-25.8, Synergy_HSA=5.06. (2) Drug 1: C1CCN(CC1)CCOC2=CC=C(C=C2)C(=O)C3=C(SC4=C3C=CC(=C4)O)C5=CC=C(C=C5)O. Drug 2: CS(=O)(=O)OCCCCOS(=O)(=O)C. Cell line: HT29. Synergy scores: CSS=2.27, Synergy_ZIP=3.11, Synergy_Bliss=6.53, Synergy_Loewe=-4.60, Synergy_HSA=-3.42. (3) Drug 2: C1C(C(OC1N2C=NC(=NC2=O)N)CO)O. Cell line: HT29. Synergy scores: CSS=-3.62, Synergy_ZIP=5.63, Synergy_Bliss=5.41, Synergy_Loewe=-7.12, Synergy_HSA=-4.84. Drug 1: C1=NC2=C(N=C(N=C2N1C3C(C(C(O3)CO)O)O)F)N. (4) Drug 1: CC1C(C(=O)NC(C(=O)N2CCCC2C(=O)N(CC(=O)N(C(C(=O)O1)C(C)C)C)C)C(C)C)NC(=O)C3=C4C(=C(C=C3)C)OC5=C(C(=O)C(=C(C5=N4)C(=O)NC6C(OC(=O)C(N(C(=O)CN(C(=O)C7CCCN7C(=O)C(NC6=O)C(C)C)C)C)C(C)C)C)N)C. Drug 2: C1CN(P(=O)(OC1)NCCCl)CCCl. Cell line: CCRF-CEM. Synergy scores: CSS=35.1, Synergy_ZIP=-4.63, Synergy_Bliss=-5.27, Synergy_Loewe=-43.8, Synergy_HSA=-5.80.